From a dataset of Forward reaction prediction with 1.9M reactions from USPTO patents (1976-2016). Predict the product of the given reaction. (1) Given the reactants [NH2:1][C:2]1[C:11]2[C:6](=[CH:7][CH:8]=[C:9]([NH:12][C:13](=[O:29])[C:14]3[CH:19]=[CH:18][CH:17]=[CH:16][C:15]=3[CH2:20][O:21][C:22]3[CH:27]=[CH:26][C:25]([CH3:28])=[CH:24][CH:23]=3)[CH:10]=2)[N:5]=[C:4]([C:30](OC)=[O:31])[CH:3]=1.[Cl-:34].[Na+].O, predict the reaction product. The product is: [ClH:34].[NH2:1][C:2]1[C:11]2[C:6](=[CH:7][CH:8]=[C:9]([NH:12][C:13](=[O:29])[C:14]3[CH:19]=[CH:18][CH:17]=[CH:16][C:15]=3[CH2:20][O:21][C:22]3[CH:23]=[CH:24][C:25]([CH3:28])=[CH:26][CH:27]=3)[CH:10]=2)[N:5]=[C:4]([CH2:30][OH:31])[CH:3]=1. (2) The product is: [Cl:40][C:17]1[CH:18]=[C:19]([NH:22][C:23]2[C:32]3[C:27](=[CH:28][CH:29]=[C:30]([C:33]4[O:37][C:36]([CH2:38][NH:1][CH2:2][CH2:3][P:4](=[O:9])([O:7][CH3:8])[O:5][CH3:6])=[CH:35][CH:34]=4)[CH:31]=3)[N:26]=[CH:25][N:24]=2)[CH:20]=[CH:21][C:16]=1[O:15][CH2:14][C:13]1[CH:41]=[CH:42][CH:43]=[C:11]([F:10])[CH:12]=1. Given the reactants [NH2:1][CH2:2][CH2:3][P:4](=[O:9])([O:7][CH3:8])[O:5][CH3:6].[F:10][C:11]1[CH:12]=[C:13]([CH:41]=[CH:42][CH:43]=1)[CH2:14][O:15][C:16]1[CH:21]=[CH:20][C:19]([NH:22][C:23]2[C:32]3[C:27](=[CH:28][CH:29]=[C:30]([C:33]4[O:37][C:36]([CH:38]=O)=[CH:35][CH:34]=4)[CH:31]=3)[N:26]=[CH:25][N:24]=2)=[CH:18][C:17]=1[Cl:40].CCN(C(C)C)C(C)C.CC(O)=O.[BH-](OC(C)=O)(OC(C)=O)OC(C)=O.[Na+].[OH-].[Na+], predict the reaction product.